This data is from Full USPTO retrosynthesis dataset with 1.9M reactions from patents (1976-2016). The task is: Predict the reactants needed to synthesize the given product. (1) Given the product [CH3:15][N:14]([CH2:13][CH:9]1[CH2:10][CH2:11][CH2:12][NH:8]1)[S:16]([CH3:19])(=[O:18])=[O:17], predict the reactants needed to synthesize it. The reactants are: C(OC([N:8]1[CH2:12][CH2:11][CH2:10][CH:9]1[CH2:13][N:14]([S:16]([CH3:19])(=[O:18])=[O:17])[CH3:15])=O)(C)(C)C.Cl. (2) Given the product [CH:40]([S:28]([C:5]1[CH:11]=[C:10]([O:12][C:13]2[CH:18]=[CH:17][C:16]([S:19]([CH3:22])(=[O:21])=[O:20])=[CH:15][CH:14]=2)[C:8]([NH2:9])=[C:7]([CH3:23])[CH:6]=1)(=[O:30])=[O:29])([CH3:41])[CH3:39], predict the reactants needed to synthesize it. The reactants are: C(S[C:5]1[CH:11]=[C:10]([O:12][C:13]2[CH:18]=[CH:17][C:16]([S:19]([CH3:22])(=[O:21])=[O:20])=[CH:15][CH:14]=2)[C:8]([NH2:9])=[C:7]([CH3:23])[CH:6]=1)(C)C.CO.OO[S:28]([O-:30])=[O:29].[K+].S([O-])([O-])=O.[Na+].[Na+].O1C[CH2:41][CH2:40][CH2:39]1.